This data is from Forward reaction prediction with 1.9M reactions from USPTO patents (1976-2016). The task is: Predict the product of the given reaction. (1) The product is: [F:14][CH:12]([F:13])[C:11]1[CH:10]=[C:9]2[C:4]([CH2:5][CH2:6][CH2:7][N:8]2[C:15]2[C:19]3[CH2:20][N:21]([C:24](=[O:26])[CH3:25])[CH2:22][CH2:23][C:18]=3[N:17]([CH:27]3[CH2:32][CH2:31][O:30][CH2:29][CH2:28]3)[N:16]=2)=[CH:3][C:2]=1[B:36]1[O:37][C:38]([CH3:40])([CH3:39])[C:34]([CH3:50])([CH3:33])[O:35]1. Given the reactants Br[C:2]1[CH:3]=[C:4]2[C:9](=[CH:10][C:11]=1[CH:12]([F:14])[F:13])[N:8]([C:15]1[C:19]3[CH2:20][N:21]([C:24](=[O:26])[CH3:25])[CH2:22][CH2:23][C:18]=3[N:17]([CH:27]3[CH2:32][CH2:31][O:30][CH2:29][CH2:28]3)[N:16]=1)[CH2:7][CH2:6][CH2:5]2.[CH3:33][C:34]1([CH3:50])[C:38]([CH3:40])([CH3:39])[O:37][B:36]([B:36]2[O:37][C:38]([CH3:40])([CH3:39])[C:34]([CH3:50])([CH3:33])[O:35]2)[O:35]1.C([O-])(=O)C.[K+], predict the reaction product. (2) Given the reactants [O:1]1[C:6]2[CH:7]=[CH:8][CH:9]=[CH:10][C:5]=2[NH:4][CH2:3][CH2:2]1.[OH:11][C:12]1[C:20]([I:21])=[CH:19][C:15]([C:16](Cl)=[O:17])=[CH:14][C:13]=1[I:22], predict the reaction product. The product is: [O:1]1[C:6]2[CH:7]=[CH:8][CH:9]=[CH:10][C:5]=2[N:4]([C:16]([C:15]2[CH:14]=[C:13]([I:22])[C:12]([OH:11])=[C:20]([I:21])[CH:19]=2)=[O:17])[CH2:3][CH2:2]1. (3) The product is: [C:27]1([C:14]2([CH2:13][O:12][CH2:11][C:9]3[CH:10]=[CH:2][CH:3]=[C:4]4[C:8]=3[N:7]([CH2:33][O:34][CH2:35][CH2:36][Si:37]([CH3:40])([CH3:39])[CH3:38])[N:6]=[CH:5]4)[CH2:19][CH2:18][N:17]([C:20]([O:22][C:23]([CH3:26])([CH3:25])[CH3:24])=[O:21])[CH2:16][CH2:15]2)[CH:32]=[CH:31][CH:30]=[CH:29][CH:28]=1. Given the reactants Br[C:2]1[CH:3]=[C:4]2[C:8](=[C:9]([CH2:11][O:12][CH2:13][C:14]3([C:27]4[CH:32]=[CH:31][CH:30]=[CH:29][CH:28]=4)[CH2:19][CH2:18][N:17]([C:20]([O:22][C:23]([CH3:26])([CH3:25])[CH3:24])=[O:21])[CH2:16][CH2:15]3)[CH:10]=1)[N:7]([CH2:33][O:34][CH2:35][CH2:36][Si:37]([CH3:40])([CH3:39])[CH3:38])[N:6]=[CH:5]2.C([Li])(C)(C)C, predict the reaction product. (4) The product is: [CH2:13]([S:17]([NH:5][CH2:4][CH2:3][O:2][CH3:1])(=[O:19])=[O:18])[CH2:14][CH2:15][CH3:16]. Given the reactants [CH3:1][O:2][CH2:3][CH2:4][NH2:5].C(N(CC)CC)C.[CH2:13]([S:17](Cl)(=[O:19])=[O:18])[CH2:14][CH2:15][CH3:16], predict the reaction product.